This data is from Reaction yield outcomes from USPTO patents with 853,638 reactions. The task is: Predict the reaction yield, written as a fraction of the theoretical maximum amount of product (1.0 means a 100% yield; for example, 0.34 means a 34% yield). The reactants are [H-].[Na+].C(OCCOCCO)C.Cl[C:13]1[CH:19]=[CH:18][C:17]([C:20]([F:23])([F:22])[F:21])=[CH:16][C:14]=1[NH2:15].[C:24](=[S:26])=[S:25]. No catalyst specified. The product is [SH:26][C:24]1[S:25][C:13]2[CH:19]=[CH:18][C:17]([C:20]([F:23])([F:22])[F:21])=[CH:16][C:14]=2[N:15]=1. The yield is 0.440.